The task is: Regression/Classification. Given a drug SMILES string, predict its absorption, distribution, metabolism, or excretion properties. Task type varies by dataset: regression for continuous measurements (e.g., permeability, clearance, half-life) or binary classification for categorical outcomes (e.g., BBB penetration, CYP inhibition). Dataset: cyp3a4_veith.. This data is from CYP3A4 inhibition data for predicting drug metabolism from PubChem BioAssay. (1) The compound is Cc1cnc(CNc2ncncc2-c2cccc(C#N)c2)cn1. The result is 1 (inhibitor). (2) The compound is COc1ccc(C2(CNC(=O)/C=C/c3ccco3)CCCC2)cc1OC. The result is 1 (inhibitor).